This data is from Forward reaction prediction with 1.9M reactions from USPTO patents (1976-2016). The task is: Predict the product of the given reaction. (1) Given the reactants [CH2:1]([O:8][C:9]1[CH:13]=[C:12]([CH2:14][OH:15])[N:11]([C:16]2[CH:21]=[CH:20][CH:19]=[CH:18][CH:17]=2)[N:10]=1)[C:2]1[CH:7]=[CH:6][CH:5]=[CH:4][CH:3]=1, predict the reaction product. The product is: [CH2:1]([O:8][C:9]1[CH:13]=[C:12]([CH:14]=[O:15])[N:11]([C:16]2[CH:21]=[CH:20][CH:19]=[CH:18][CH:17]=2)[N:10]=1)[C:2]1[CH:3]=[CH:4][CH:5]=[CH:6][CH:7]=1. (2) Given the reactants Cl.[N:2]1[CH:7]=[CH:6][CH:5]=[C:4]([C:8]2[CH2:12][CH:11]([C:13](Cl)=[O:14])[O:10][N:9]=2)[CH:3]=1.C(N(CC)CC)C.[OH:23][N:24]=[C:25]([C:33]1[CH:38]=[CH:37][CH:36]=[CH:35][CH:34]=1)[C:26]1[CH:31]=[CH:30][C:29]([NH2:32])=[CH:28][CH:27]=1.O, predict the reaction product. The product is: [OH:23]/[N:24]=[C:25](\[C:33]1[CH:34]=[CH:35][CH:36]=[CH:37][CH:38]=1)/[C:26]1[CH:27]=[CH:28][C:29]([NH:32][C:13]([CH:11]2[O:10][N:9]=[C:8]([C:4]3[CH:3]=[N:2][CH:7]=[CH:6][CH:5]=3)[CH2:12]2)=[O:14])=[CH:30][CH:31]=1.